The task is: Predict the reactants needed to synthesize the given product.. This data is from Full USPTO retrosynthesis dataset with 1.9M reactions from patents (1976-2016). (1) Given the product [CH3:13][O:12][C:10](=[O:11])[CH2:9][S:1][C:2]1[CH:7]=[CH:6][CH:5]=[CH:4][N:3]=1, predict the reactants needed to synthesize it. The reactants are: [SH:1][C:2]1[CH:7]=[CH:6][CH:5]=[CH:4][N:3]=1.Br[CH2:9][C:10]([O:12][CH3:13])=[O:11].CCN(CC)CC. (2) Given the product [S:1]([C:4]1[CH:22]=[CH:21][C:7]2[N:8]=[C:9]([NH:11][C:12]([NH:32][CH2:31][CH2:30][N:27]3[CH2:28][CH2:29][N:24]([CH3:23])[CH2:25][CH2:26]3)=[O:20])[S:10][C:6]=2[CH:5]=1)[C:2]#[N:3], predict the reactants needed to synthesize it. The reactants are: [S:1]([C:4]1[CH:22]=[CH:21][C:7]2[N:8]=[C:9]([NH:11][C:12](=[O:20])OC3C=CC=CC=3)[S:10][C:6]=2[CH:5]=1)[C:2]#[N:3].[CH3:23][N:24]1[CH2:29][CH2:28][N:27]([CH2:30][CH2:31][NH2:32])[CH2:26][CH2:25]1. (3) Given the product [Cl:19][C:20]1[CH:39]=[CH:38][C:23]([NH:24][C:25]2[C:34]3[C:29](=[CH:30][C:31]([O:37][CH2:17][CH2:18][N:13]4[CH2:14][CH2:15][NH:1][C:11]4=[O:12])=[C:32]([O:35][CH3:36])[CH:33]=3)[N:28]=[CH:27][N:26]=2)=[C:22]([F:40])[CH:21]=1, predict the reactants needed to synthesize it. The reactants are: [N:1]([C:11]([N:13]1[CH2:18][CH2:17]C[CH2:15][CH2:14]1)=[O:12])=[N:1][C:11]([N:13]1[CH2:18][CH2:17]C[CH2:15][CH2:14]1)=[O:12].[Cl:19][C:20]1[CH:39]=[CH:38][C:23]([NH:24][C:25]2[C:34]3[C:29](=[CH:30][C:31]([OH:37])=[C:32]([O:35][CH3:36])[CH:33]=3)[N:28]=[CH:27][N:26]=2)=[C:22]([F:40])[CH:21]=1.C(P(CCCC)CCCC)CCC.OCCN1CCNC1=O. (4) Given the product [Br:17][C:14]1[CH:13]=[CH:12][C:11]([N:7]2[C:6]([C:18]([NH:20][CH3:21])=[O:19])=[C:5]3[C:9]([CH:10]=[C:2]([NH:1][S:27]([CH:26]([F:31])[F:25])(=[O:29])=[O:28])[C:3]([CH:22]4[CH2:24][CH2:23]4)=[CH:4]3)=[N:8]2)=[CH:16][CH:15]=1, predict the reactants needed to synthesize it. The reactants are: [NH2:1][C:2]1[C:3]([CH:22]2[CH2:24][CH2:23]2)=[CH:4][C:5]2[C:9]([CH:10]=1)=[N:8][N:7]([C:11]1[CH:16]=[CH:15][C:14]([Br:17])=[CH:13][CH:12]=1)[C:6]=2[C:18]([NH:20][CH3:21])=[O:19].[F:25][CH:26]([F:31])[S:27](Cl)(=[O:29])=[O:28].